This data is from Catalyst prediction with 721,799 reactions and 888 catalyst types from USPTO. The task is: Predict which catalyst facilitates the given reaction. (1) Reactant: [Cl:1][C:2]1[CH:3]=[CH:4][C:5]([C:25]#[N:26])=[C:6]([C:8]2[C:13]([O:14][CH3:15])=[CH:12][N:11]([CH2:16][C:17]([O:19][C:20]([CH3:23])([CH3:22])[CH3:21])=[O:18])[C:10](=[O:24])[CH:9]=2)[CH:7]=1.FC(F)(F)S(O[CH2:33][CH:34]1[CH2:39][CH2:38][CH2:37][CH2:36][O:35]1)(=O)=O. The catalyst class is: 1. Product: [Cl:1][C:2]1[CH:3]=[CH:4][C:5]([C:25]#[N:26])=[C:6]([C:8]2[C:13]([O:14][CH3:15])=[CH:12][N:11]([CH:16]([CH2:33][CH:34]3[CH2:39][CH2:38][CH2:37][CH2:36][O:35]3)[C:17]([O:19][C:20]([CH3:21])([CH3:22])[CH3:23])=[O:18])[C:10](=[O:24])[CH:9]=2)[CH:7]=1. (2) Reactant: [CH3:1][O:2][C:3]1[CH:4]=[CH:5][C:6]([CH2:15][CH:16]2[S:20][C:19](=[O:21])[NH:18][C:17]2=[O:22])=[C:7]2[C:12]=1[N:11]([CH3:13])[C:10](=[O:14])[CH:9]=[CH:8]2.Br[CH2:24][C:25]([O:27][CH3:28])=[O:26].C(=O)([O-])[O-].[K+].[K+].O. Product: [CH3:28][O:27][C:25]([CH2:24][N:18]1[C:17](=[O:22])[CH:16]([CH2:15][C:6]2[CH:5]=[CH:4][C:3]([O:2][CH3:1])=[C:12]3[C:7]=2[CH:8]=[CH:9][C:10](=[O:14])[N:11]3[CH3:13])[S:20][C:19]1=[O:21])=[O:26]. The catalyst class is: 3. (3) Reactant: [OH:1][C:2]1[CH:11]=[C:10]2[C:5]([CH2:6][CH2:7][C:8](=[O:12])[NH:9]2)=[CH:4][CH:3]=1.[Cl:13][CH2:14]/[CH:15]=[CH:16]/[CH2:17]Cl.C([O-])([O-])=O.[K+].[K+]. Product: [Cl:13][CH2:14]/[CH:15]=[CH:16]/[CH2:17][O:1][C:2]1[CH:11]=[C:10]2[C:5]([CH2:6][CH2:7][C:8](=[O:12])[NH:9]2)=[CH:4][CH:3]=1. The catalyst class is: 88. (4) Reactant: [CH3:1][O:2][C:3]1[C:12]([CH2:13][CH2:14][N:15]2[CH2:20][CH2:19][CH:18]([N:21]3[C:29]4[C:24](=[CH:25][CH:26]=[C:27]([C:30]([O:32]C)=[O:31])[CH:28]=4)[CH:23]=[CH:22]3)[CH2:17][CH2:16]2)=[C:11]2[C:6]([C:7](=[O:36])[CH2:8][C:9]([CH3:35])([CH3:34])[O:10]2)=[CH:5][CH:4]=1.[OH-].[Na+].CO. Product: [CH3:1][O:2][C:3]1[C:12]([CH2:13][CH2:14][N:15]2[CH2:16][CH2:17][CH:18]([N:21]3[C:29]4[C:24](=[CH:25][CH:26]=[C:27]([C:30]([OH:32])=[O:31])[CH:28]=4)[CH:23]=[CH:22]3)[CH2:19][CH2:20]2)=[C:11]2[C:6]([C:7](=[O:36])[CH2:8][C:9]([CH3:34])([CH3:35])[O:10]2)=[CH:5][CH:4]=1. The catalyst class is: 7. (5) Reactant: [CH2:1]([O:3][C:4]([C:6]1[NH:7][C:8]([C:12]2[C:21]3[C:16](=[CH:17][CH:18]=[CH:19][CH:20]=3)[CH:15]=[CH:14][CH:13]=2)=[N:9][C:10]=1[CH3:11])=[O:5])[CH3:2].[H-].[Na+].[CH2:24](I)[CH3:25].O. Product: [CH2:1]([O:3][C:4]([C:6]1[N:7]([CH2:24][CH3:25])[C:8]([C:12]2[C:21]3[C:16](=[CH:17][CH:18]=[CH:19][CH:20]=3)[CH:15]=[CH:14][CH:13]=2)=[N:9][C:10]=1[CH3:11])=[O:5])[CH3:2].[CH2:1]([O:3][C:4]([C:6]1[N:7]=[C:8]([C:12]2[C:21]3[C:16](=[CH:17][CH:18]=[CH:19][CH:20]=3)[CH:15]=[CH:14][CH:13]=2)[N:9]([CH2:24][CH3:25])[C:10]=1[CH3:11])=[O:5])[CH3:2]. The catalyst class is: 3.